Dataset: Reaction yield outcomes from USPTO patents with 853,638 reactions. Task: Predict the reaction yield, written as a fraction of the theoretical maximum amount of product (1.0 means a 100% yield; for example, 0.34 means a 34% yield). (1) The reactants are [Br:1][C:2]1[CH:3]=[C:4]2[C:9](=[CH:10][CH:11]=1)[CH:8]=[C:7]([OH:12])[CH:6]=[CH:5]2.N1C=CN=C1.[Si:18](Cl)([C:21]([CH3:24])([CH3:23])[CH3:22])([CH3:20])[CH3:19]. The catalyst is CN(C=O)C. The product is [Br:1][C:2]1[CH:3]=[C:4]2[C:9](=[CH:10][CH:11]=1)[CH:8]=[C:7]([O:12][Si:18]([C:21]([CH3:24])([CH3:23])[CH3:22])([CH3:20])[CH3:19])[CH:6]=[CH:5]2. The yield is 0.980. (2) The reactants are [CH3:1][O:2][C:3]1[C:4]([CH3:34])=[C:5]([C:25]([O:32][CH3:33])=[C:26]([O:30][CH3:31])[C:27]=1[O:28][CH3:29])[CH2:6][C:7]1[C:8](OS(C(F)(F)F)(=O)=O)=[C:9]([CH:14]=[CH:15][CH:16]=1)[C:10]([O:12][CH3:13])=[O:11].C(=O)([O-])[O-].[Na+].[Na+].[Cl-].[Li+].B1([C:52]2[CH:57]=[CH:56][N:55]=[CH:54][CH:53]=2)OC(C)(C)C(C)(C)O1. The catalyst is C1(C)C=CC=CC=1.C(OCC)(=O)C. The product is [CH3:1][O:2][C:3]1[C:4]([CH3:34])=[C:5]([C:25]([O:32][CH3:33])=[C:26]([O:30][CH3:31])[C:27]=1[O:28][CH3:29])[CH2:6][C:7]1[C:8]([C:52]2[CH:57]=[CH:56][N:55]=[CH:54][CH:53]=2)=[C:9]([CH:14]=[CH:15][CH:16]=1)[C:10]([O:12][CH3:13])=[O:11]. The yield is 0.910. (3) The reactants are [OH:1][C:2]1[CH:9]=[CH:8][C:5]([CH:6]=[O:7])=[CH:4][C:3]=1[O:10][CH3:11].C(=O)([O-])[O-].[K+].[K+].[CH3:18][O:19][CH2:20]Cl. The catalyst is CN(C)C=O. The product is [CH3:18][O:19][CH2:20][O:1][C:2]1[CH:9]=[CH:8][C:5]([CH:6]=[O:7])=[CH:4][C:3]=1[O:10][CH3:11]. The yield is 0.990. (4) The yield is 0.250. The product is [CH3:1][N:2]1[CH2:3][CH2:4][N:5]([C:8]2[CH:13]=[N:12][C:11]([NH:14][C:29]([C:27]3[O:28][C:24]([C:22]#[N:23])=[CH:25][CH:26]=3)=[O:30])=[C:10]([N:15]3[CH2:16][CH2:17][CH:18]([CH3:21])[CH2:19][CH2:20]3)[N:9]=2)[CH2:6][CH2:7]1. The reactants are [CH3:1][N:2]1[CH2:7][CH2:6][N:5]([C:8]2[CH:13]=[N:12][C:11]([NH2:14])=[C:10]([N:15]3[CH2:20][CH2:19][CH:18]([CH3:21])[CH2:17][CH2:16]3)[N:9]=2)[CH2:4][CH2:3]1.[C:22]([C:24]1[O:28][C:27]([C:29](Cl)=[O:30])=[CH:26][CH:25]=1)#[N:23].CCN(C(C)C)C(C)C. No catalyst specified. (5) The reactants are [H-].[Na+].[Cl:3][C:4]1[CH:9]=[CH:8][N:7]=[C:6]([O:10][CH3:11])[C:5]=1[C:12]1[NH:25][C:15]2=[CH:16][C:17]3[C:18](=[O:24])[NH:19][C:20](=[O:23])[C:21]=3[CH:22]=[C:14]2[N:13]=1.[CH3:26]I.O. The catalyst is CN(C=O)C. The product is [Cl:3][C:4]1[CH:9]=[CH:8][N:7]=[C:6]([O:10][CH3:11])[C:5]=1[C:12]1[N:13]([CH3:26])[C:14]2=[CH:22][C:21]3[C:20](=[O:23])[NH:19][C:18](=[O:24])[C:17]=3[CH:16]=[C:15]2[N:25]=1. The yield is 0.654.